This data is from Forward reaction prediction with 1.9M reactions from USPTO patents (1976-2016). The task is: Predict the product of the given reaction. (1) Given the reactants [C:1]([O:5][C:6](=[O:22])[N:7]([CH:9]1[CH2:21][CH2:20][C:12]2(OCC(C)(C)C[O:13]2)[CH2:11][CH2:10]1)[CH3:8])([CH3:4])([CH3:3])[CH3:2].CC1C=CC(S([O-])(=O)=O)=CC=1.C1C=C[NH+]=CC=1, predict the reaction product. The product is: [C:1]([O:5][C:6](=[O:22])[N:7]([CH3:8])[CH:9]1[CH2:21][CH2:20][C:12](=[O:13])[CH2:11][CH2:10]1)([CH3:4])([CH3:3])[CH3:2]. (2) Given the reactants C(OC(N1CCC(NC(C2SC=CC=2NC2C=CN=C3NC=CC=23)=O)C1)=O)(C)(C)C.[C:31]1([C@@H:37]([CH2:39][OH:40])[NH2:38])[CH:36]=[CH:35][CH:34]=[CH:33][CH:32]=1.[CH3:41][C:42]1[S:46][C:45]([C:47](O)=[O:48])=[C:44]([NH:50][C:51]2[CH:56]=[CH:55][N:54]=[C:53]3[NH:57][CH:58]=[CH:59][C:52]=23)[CH:43]=1.N1C2=NC=CC(NC3C=CSC=3C(O)=O)=C2C=C1, predict the reaction product. The product is: [OH:40][CH2:39][C@@H:37]([NH:38][C:47]([C:45]1[S:46][C:42]([CH3:41])=[CH:43][C:44]=1[NH:50][C:51]1[CH:56]=[CH:55][N:54]=[C:53]2[NH:57][CH:58]=[CH:59][C:52]=12)=[O:48])[C:31]1[CH:36]=[CH:35][CH:34]=[CH:33][CH:32]=1. (3) Given the reactants Cl.[CH2:2]([O:4][C:5]([C@@H:7]1[CH2:12][CH2:11][CH2:10][CH2:9][C@@H:8]1[NH2:13])=[O:6])[CH3:3].S([O-])([O-])(=O)=O.[Mg+2].C(N(CC)CC)C.[F:27][C:28]1[CH:35]=[CH:34][C:31]([CH:32]=O)=[CH:30][CH:29]=1.[BH4-].[Na+].C(=O)(O)[O-].[Na+], predict the reaction product. The product is: [CH2:2]([O:4][C:5]([CH:7]1[CH2:12][CH2:11][CH2:10][CH2:9][CH:8]1[NH:13][CH2:32][C:31]1[CH:34]=[CH:35][C:28]([F:27])=[CH:29][CH:30]=1)=[O:6])[CH3:3]. (4) The product is: [N:14]1[C:13]2[NH:9][CH:10]=[CH:11][C:12]=2[C:17]([N:18]2[C:26]3[C:21](=[CH:22][CH:23]=[C:24]([C:27]4[CH:28]=[C:29]([NH:33][C:35]([NH:34][C:37]5[CH:42]=[CH:41][CH:40]=[CH:39][C:38]=5[O:43][CH3:44])=[O:36])[CH:30]=[CH:31][CH:32]=4)[CH:25]=3)[CH:20]=[CH:19]2)=[N:16][CH:15]=1. Given the reactants C(OC[N:9]1[C:13]2[N:14]=[CH:15][N:16]=[C:17]([N:18]3[C:26]4[C:21](=[CH:22][CH:23]=[C:24]([C:27]5[CH:32]=[CH:31][CH:30]=[C:29]([NH2:33])[CH:28]=5)[CH:25]=4)[CH:20]=[CH:19]3)[C:12]=2[CH:11]=[CH:10]1)(=O)C(C)(C)C.[N:34]([C:37]1[CH:42]=[CH:41][CH:40]=[CH:39][C:38]=1[O:43][CH3:44])=[C:35]=[O:36].[OH-].[Na+].CO, predict the reaction product. (5) Given the reactants [O:1]=[C:2]1[NH:7][N:6]=[C:5]([C:8]2[S:12][C:11]([C:13]([O:15][CH2:16][CH3:17])=[O:14])=[N:10][C:9]=2[C:18]2[CH:23]=[CH:22][CH:21]=[CH:20][CH:19]=2)[CH:4]=[CH:3]1.[H-].[Na+].I[CH2:27][CH3:28].O, predict the reaction product. The product is: [CH2:27]([N:7]1[C:2](=[O:1])[CH:3]=[CH:4][C:5]([C:8]2[S:12][C:11]([C:13]([O:15][CH2:16][CH3:17])=[O:14])=[N:10][C:9]=2[C:18]2[CH:19]=[CH:20][CH:21]=[CH:22][CH:23]=2)=[N:6]1)[CH3:28]. (6) Given the reactants [CH2:1]([C:4]1[CH:13]=[CH:12][C:7](C(OC)=O)=[CH:6][CH:5]=1)[CH:2]=[CH2:3].C([O:16][CH2:17][CH3:18])C.[Cl-].[NH4+].O1CCC[CH2:22]1, predict the reaction product. The product is: [CH2:1]([C:4]1[CH:13]=[CH:12][C:7]([C:17]([OH:16])([CH3:18])[CH3:22])=[CH:6][CH:5]=1)[CH:2]=[CH2:3].